From a dataset of Full USPTO retrosynthesis dataset with 1.9M reactions from patents (1976-2016). Predict the reactants needed to synthesize the given product. (1) Given the product [CH:36]([NH:28][CH2:27][C:26]([N:23]1[C:24]2[C:20](=[CH:19][CH:18]=[C:17]([N:11]3[C:12](=[O:16])[C:13]([CH3:15])([CH3:14])[N:9]([CH2:8][C:6]4[CH:5]=[CH:4][N:3]=[C:2]([NH:47][C:45](=[O:46])[N:44]([CH3:48])[CH3:43])[CH:7]=4)[C:91]3=[O:94])[CH:25]=2)[C:21]([CH3:40])([CH3:41])[CH2:22]1)=[O:39])([CH3:38])[CH3:37], predict the reactants needed to synthesize it. The reactants are: Cl[C:2]1[CH:7]=[C:6]([CH2:8][N:9]2[C:13]([CH3:15])([CH3:14])[C:12](=[O:16])[N:11]([C:17]3[CH:25]=[C:24]4[C:20]([C:21]([CH3:41])([CH3:40])[CH2:22][N:23]4[C:26](=[O:39])[CH2:27][N:28]([CH:36]([CH3:38])[CH3:37])C(=O)OC(C)(C)C)=[CH:19][CH:18]=3)C2=O)[CH:5]=[CH:4][N:3]=1.[CH3:43][N:44]([CH3:48])[C:45]([NH2:47])=[O:46].CC1(C)C2C=CC(P(C3C=CC=CC=3)C3C=CC=CC=3)=CC=2OC2C1=CC=C(P(C1C=CC=CC=1)C1C=CC=CC=1)C=2.[C:91](=[O:94])([O-])[O-].[Cs+].[Cs+].Cl. (2) Given the product [C:13]1([N:12]([C:7]2[CH:8]=[C:9]3[C:4](=[CH:5][CH:6]=2)[CH:3]=[C:2]([B:30]([OH:35])[OH:31])[CH:11]=[CH:10]3)[C:19]2[CH:20]=[CH:21][CH:22]=[CH:23][CH:24]=2)[CH:14]=[CH:15][CH:16]=[CH:17][CH:18]=1, predict the reactants needed to synthesize it. The reactants are: Br[C:2]1[CH:11]=[CH:10][C:9]2[C:4](=[CH:5][CH:6]=[C:7]([N:12]([C:19]3[CH:24]=[CH:23][CH:22]=[CH:21][CH:20]=3)[C:13]3[CH:18]=[CH:17][CH:16]=[CH:15][CH:14]=3)[CH:8]=2)[CH:3]=1.C([Li])CCC.[B:30](OC(C)C)([O:35]C(C)C)[O:31]C(C)C.Cl.